Dataset: Full USPTO retrosynthesis dataset with 1.9M reactions from patents (1976-2016). Task: Predict the reactants needed to synthesize the given product. The reactants are: [Cl:1][C:2]1[N:11]=[CH:10][C:9]2[N:8]([CH:12]3[CH2:17][CH2:16][S:15][CH2:14][CH2:13]3)[C:7](=[O:18])[CH:6]3[CH2:19][O:20][CH2:21][CH2:22][N:5]3[C:4]=2[N:3]=1.IC.[CH3:25]C([O-])(C)C.[Na+]. Given the product [Cl:1][C:2]1[N:11]=[CH:10][C:9]2[N:8]([CH:12]3[CH2:13][CH2:14][S:15][CH2:16][CH2:17]3)[C:7](=[O:18])[C:6]3([CH3:25])[CH2:19][O:20][CH2:21][CH2:22][N:5]3[C:4]=2[N:3]=1, predict the reactants needed to synthesize it.